From a dataset of Catalyst prediction with 721,799 reactions and 888 catalyst types from USPTO. Predict which catalyst facilitates the given reaction. (1) Reactant: [N:1]1[C:10]2[C:5](=[CH:6][CH:7]=[C:8]([NH:11][C:12]([C:14]3[CH:23]=[CH:22][C:21]4[C:16](=[CH:17][CH:18]=[C:19](Br)[CH:20]=4)[CH:15]=3)=[O:13])[CH:9]=2)[CH:4]=[CH:3][CH:2]=1.C1(C2C=CC=CC=2)C=CC=CC=1P(C(C)(C)C)C(C)(C)C.[NH:46]1[CH2:51][CH2:50][O:49][CH2:48][CH2:47]1.C[Si]([N-][Si](C)(C)C)(C)C.[Li+]. Product: [N:1]1[C:10]2[C:5](=[CH:6][CH:7]=[C:8]([NH:11][C:12]([C:14]3[CH:23]=[CH:22][C:21]4[C:16](=[CH:17][CH:18]=[C:19]([N:46]5[CH2:51][CH2:50][O:49][CH2:48][CH2:47]5)[CH:20]=4)[CH:15]=3)=[O:13])[CH:9]=2)[CH:4]=[CH:3][CH:2]=1. The catalyst class is: 62. (2) Reactant: [F:1][C:2]1[CH:7]=[CH:6][C:5]([CH2:8][CH2:9][N:10]([CH3:28])[S:11]([C:14]2[C:15]3[CH2:22][CH2:21][CH:20]([O:23][C:24](=[O:26])[CH3:25])[C:19](=O)[C:16]=3[S:17][CH:18]=2)(=[O:13])=[O:12])=[CH:4][CH:3]=1.Cl.[NH2:30][OH:31]. Product: [F:1][C:2]1[CH:7]=[CH:6][C:5]([CH2:8][CH2:9][N:10]([CH3:28])[S:11]([C:14]2[C:15]3[CH2:22][CH2:21][CH:20]([O:23][C:24](=[O:26])[CH3:25])/[C:19](=[N:30]/[OH:31])/[C:16]=3[S:17][CH:18]=2)(=[O:13])=[O:12])=[CH:4][CH:3]=1. The catalyst class is: 300.